Dataset: Forward reaction prediction with 1.9M reactions from USPTO patents (1976-2016). Task: Predict the product of the given reaction. (1) Given the reactants [CH2:1]([O:3][CH2:4][C:5]1[N:6]([CH2:23][C:24]([NH:27][C:28](=[O:30])[CH3:29])([CH3:26])[CH3:25])[C:7]2[C:12]([CH3:13])=[C:11]([CH3:14])[N:10]=[C:9](OC3C=CC=CC=3)[C:8]=2[N:22]=1)[CH3:2].C([O-])(=O)C.[NH4+:35].[NH4+].[OH-], predict the reaction product. The product is: [NH4+:6].[OH-:3].[NH2:35][C:9]1[C:8]2[N:22]=[C:5]([CH2:4][O:3][CH2:1][CH3:2])[N:6]([CH2:23][C:24]([NH:27][C:28](=[O:30])[CH3:29])([CH3:25])[CH3:26])[C:7]=2[C:12]([CH3:13])=[C:11]([CH3:14])[N:10]=1. (2) Given the reactants [Cl:1][C:2]1[N:3]=[N:4][C:5](Cl)=[CH:6][CH:7]=1.CC1(C)C(C)(C)OB([C:17]2[CH2:22][CH2:21][N:20]([C:23]([O:25][C:26]([CH3:29])([CH3:28])[CH3:27])=[O:24])[CH2:19][CH:18]=2)O1.C([O-])([O-])=O.[Na+].[Na+], predict the reaction product. The product is: [Cl:1][C:2]1[N:3]=[N:4][C:5]([C:17]2[CH2:22][CH2:21][N:20]([C:23]([O:25][C:26]([CH3:29])([CH3:28])[CH3:27])=[O:24])[CH2:19][CH:18]=2)=[CH:6][CH:7]=1. (3) Given the reactants [Br:1][C:2]1[CH:3]=[C:4]2[C:9](=[CH:10][CH:11]=1)[CH:8]=[C:7]([OH:12])[CH:6]=[CH:5]2.[Cl:13][C:14]1[C:15](F)=[CH:16][C:17]2[O:22][CH:21]([C:23]([F:26])([F:25])[F:24])[C:20]([C:27]([O:29]CC)=[O:28])=[CH:19][C:18]=2[CH:32]=1, predict the reaction product. The product is: [Br:1][C:2]1[CH:3]=[C:4]2[C:9](=[CH:10][CH:11]=1)[CH:8]=[C:7]([O:12][C:15]1[C:14]([Cl:13])=[CH:32][C:18]3[CH:19]=[C:20]([C:27]([OH:29])=[O:28])[CH:21]([C:23]([F:25])([F:26])[F:24])[O:22][C:17]=3[CH:16]=1)[CH:6]=[CH:5]2. (4) Given the reactants [CH2:1]([N:8]1[CH:12]=[C:11]([CH2:13][OH:14])[C:10]([O:15][CH2:16][C:17]2[CH:22]=[CH:21][C:20]([O:23][CH2:24][C:25]3[N:26]=[C:27]([C:31]4[O:32][CH:33]=[CH:34][CH:35]=4)[O:28][C:29]=3[CH3:30])=[C:19]([CH2:36][CH3:37])[CH:18]=2)=[N:9]1)[C:2]1[CH:7]=[CH:6][CH:5]=[CH:4][CH:3]=1, predict the reaction product. The product is: [CH2:1]([N:8]1[CH:12]=[C:11]([CH:13]=[O:14])[C:10]([O:15][CH2:16][C:17]2[CH:22]=[CH:21][C:20]([O:23][CH2:24][C:25]3[N:26]=[C:27]([C:31]4[O:32][CH:33]=[CH:34][CH:35]=4)[O:28][C:29]=3[CH3:30])=[C:19]([CH2:36][CH3:37])[CH:18]=2)=[N:9]1)[C:2]1[CH:3]=[CH:4][CH:5]=[CH:6][CH:7]=1. (5) Given the reactants Br[C:2]1[CH:8]=[C:7]([F:9])[C:5]([NH2:6])=[C:4]([F:10])[CH:3]=1.[F:11][C:12]1[CH:13]=[C:14](B(O)O)[CH:15]=[C:16]([O:18][CH3:19])[CH:17]=1, predict the reaction product. The product is: [F:10][C:4]1[CH:3]=[C:2]([C:14]2[CH:15]=[C:16]([O:18][CH3:19])[CH:17]=[C:12]([F:11])[CH:13]=2)[CH:8]=[C:7]([F:9])[C:5]=1[NH2:6].